From a dataset of Forward reaction prediction with 1.9M reactions from USPTO patents (1976-2016). Predict the product of the given reaction. Given the reactants [C:1]1(S(OCCCCCCCCCCCC)(=O)=O)[CH:6]=CC=[CH:3][CH:2]=1.[Na].[C:24](#[N:27])[CH:25]=[CH2:26].[C:28]([O:35][CH2:36][CH2:37][CH2:38][CH3:39])(=[O:34])/[CH:29]=[CH:30]\[C:31]([O-:33])=[O:32].[CH3:40][CH:41]([C:43]([C:41]([C:43](S)(C)[CH3:44])(C)[CH3:40])(C)[CH3:44])C.C=CC=C.[O-]O.C1(C(C)C)C=CC=CC=1.C1(C=CC(O)=CC=1)O, predict the reaction product. The product is: [CH2:6]=[CH:1][CH:2]=[CH2:3].[C:24](#[N:27])[CH:25]=[CH2:26].[C:28]([O:35][CH2:36][CH2:37][CH2:38][CH3:39])(=[O:34])/[CH:29]=[CH:30]\[C:31]([O-:33])=[O:32].[C:24](#[N:27])[CH:25]=[CH2:26].[CH2:40]=[CH:41][CH:43]=[CH2:44].[C:28]([O:35][CH2:36][CH2:37][CH2:38][CH3:39])(=[O:34])/[CH:29]=[CH:30]\[C:31]([O-:33])=[O:32].